From a dataset of Forward reaction prediction with 1.9M reactions from USPTO patents (1976-2016). Predict the product of the given reaction. (1) The product is: [NH2:13][C:14]1[CH:19]=[CH:18][C:17]([C:2]2[CH:11]=[CH:10][CH:9]=[C:4]([C:5]([O:7][CH3:8])=[O:6])[C:3]=2[F:12])=[CH:16][CH:15]=1. Given the reactants Br[C:2]1[C:3]([F:12])=[C:4]([CH:9]=[CH:10][CH:11]=1)[C:5]([O:7][CH3:8])=[O:6].[NH2:13][C:14]1[CH:19]=[CH:18][C:17](B(O)O)=[CH:16][CH:15]=1.C([O-])([O-])=O.[Na+].[Na+].ClCCl, predict the reaction product. (2) Given the reactants [F:1][C@H:2]1[C@H:8]([NH:9]C(=O)OC(C)(C)C)[CH2:7][CH2:6][C@@H:5]([C:17]2[N:21]([CH3:22])[N:20]=[CH:19][C:18]=2[N+:23]([O-])=O)[O:4][CH2:3]1.C(OC([NH:33][C:34]1[S:38][C:37]([C:39]2[CH:44]=[CH:43][CH:42]=[CH:41][C:40]=2[F:45])=[N:36][C:35]=1[C:46](O)=[O:47])=O)(C)(C)C, predict the reaction product. The product is: [NH2:33][C:34]1[S:38][C:37]([C:39]2[CH:44]=[CH:43][CH:42]=[CH:41][C:40]=2[F:45])=[N:36][C:35]=1[C:46]([NH:23][C:18]1[CH:19]=[N:20][N:21]([CH3:22])[C:17]=1[C@@H:5]1[CH2:6][CH2:7][C@@H:8]([NH2:9])[C@H:2]([F:1])[CH2:3][O:4]1)=[O:47]. (3) Given the reactants C([O:8][C:9]1[C:14]([C:15]#[N:16])=[CH:13][CH:12]=[CH:11][C:10]=1[CH2:17][C:18]([O:20][CH3:21])=[O:19])C1C=CC=CC=1, predict the reaction product. The product is: [C:15]([C:14]1[C:9]([OH:8])=[C:10]([CH2:17][C:18]([O:20][CH3:21])=[O:19])[CH:11]=[CH:12][CH:13]=1)#[N:16]. (4) Given the reactants C([N:8]1[CH:17]=[C:16]2[C:11]([N:12]([CH3:29])[C:13](=[O:28])[C:14]([C:18]3[CH:23]=[C:22]([N+:24]([O-])=O)[CH:21]=[CH:20][C:19]=3[CH3:27])=[CH:15]2)=[C:10]2[CH:30]=[CH:31][N:32]=[C:9]12)C1C=CC=CC=1, predict the reaction product. The product is: [NH2:24][C:22]1[CH:21]=[CH:20][C:19]([CH3:27])=[C:18]([C:14]2[C:13](=[O:28])[N:12]([CH3:29])[C:11]3[C:16](=[CH:17][N:8]=[C:9]4[NH:32][CH:31]=[CH:30][C:10]4=3)[CH:15]=2)[CH:23]=1. (5) Given the reactants I[C:2]1[CH:7]=[CH:6][CH:5]=[CH:4][C:3]=1[N+:8]([O-:10])=[O:9].[NH2:11][C:12]1[CH:17]=[CH:16][C:15]([C:18]([C:20]2[CH:25]=[CH:24][C:23]([O:26][CH2:27][CH2:28][O:29][CH:30]3[CH2:35][CH2:34][CH2:33][CH2:32][O:31]3)=[CH:22][C:21]=2[CH3:36])=[O:19])=[C:14]([Cl:37])[CH:13]=1.C1C=CC(P(C2C=CC3C(=CC=CC=3)C=2C2C3C(=CC=CC=3)C=CC=2P(C2C=CC=CC=2)C2C=CC=CC=2)C2C=CC=CC=2)=CC=1.CCOC(C)=O, predict the reaction product. The product is: [Cl:37][C:14]1[CH:13]=[C:12]([NH:11][C:2]2[CH:7]=[CH:6][CH:5]=[CH:4][C:3]=2[N+:8]([O-:10])=[O:9])[CH:17]=[CH:16][C:15]=1[C:18]([C:20]1[CH:25]=[CH:24][C:23]([O:26][CH2:27][CH2:28][O:29][CH:30]2[CH2:35][CH2:34][CH2:33][CH2:32][O:31]2)=[CH:22][C:21]=1[CH3:36])=[O:19]. (6) Given the reactants [Br-:1].[C:2]([CH:5](CC)[CH2:6][CH2:7][N:8]1[C:12]2[CH:13]=[CH:14][CH:15]=[CH:16][C:11]=2[S:10][C:9]1=[CH:17][C:18]1[C:27]2[C:22](=[CH:23][CH:24]=[CH:25][CH:26]=2)[N+:21]([CH3:28])=[CH:20][CH:19]=1)([OH:4])=[O:3].[Br-].C(C(C)CCC[N+]1C2C=CC=CC=2SC=1C)(O)=O.[Br-].CC1SC2C=CC=CC=2[NH+]=1.[Br-].C[N+]1C2C(=CC=CC=2)C(C=C2N(CCCCC(O)=O)C3C=CC=CC=3S2)=CC=1, predict the reaction product. The product is: [Br-:1].[C:2]([CH2:5][CH2:6][CH2:7][N:8]1[C:12]2[CH:13]=[CH:14][CH:15]=[CH:16][C:11]=2[S:10][C:9]1=[CH:17][C:18]1[C:27]2[C:22](=[CH:23][CH:24]=[CH:25][CH:26]=2)[N+:21]([CH3:28])=[CH:20][CH:19]=1)([OH:4])=[O:3]. (7) Given the reactants CN(C)C=O.C(=O)([O-])[O-].[K+].[K+].I[C:13]1[C:18]([O:19][C:20]2[C:29]3[C:24](=[CH:25][C:26]([O:32][CH3:33])=[C:27]([O:30][CH3:31])[CH:28]=3)[N:23]=[CH:22][CH:21]=2)=[CH:17][CH:16]=[C:15]([CH3:34])[N:14]=1.[N:35]1[CH:40]=[CH:39][C:38](B(O)O)=[CH:37][CH:36]=1, predict the reaction product. The product is: [CH3:31][O:30][C:27]1[CH:28]=[C:29]2[C:24](=[CH:25][C:26]=1[O:32][CH3:33])[N:23]=[CH:22][CH:21]=[C:20]2[O:19][C:18]1[C:13]([C:38]2[CH:39]=[CH:40][N:35]=[CH:36][CH:37]=2)=[N:14][C:15]([CH3:34])=[CH:16][CH:17]=1.